Dataset: Forward reaction prediction with 1.9M reactions from USPTO patents (1976-2016). Task: Predict the product of the given reaction. (1) Given the reactants [N:1]1[C:10]2[C:5](=[CH:6][CH:7]=[CH:8][CH:9]=2)[CH:4]=[N:3][CH:2]=1.OS(O)(=O)=O.C1C(=O)N([Br:23])C(=O)C1.C([O-])([O-])=O.[Na+].[Na+], predict the reaction product. The product is: [Br:23][C:7]1[CH:6]=[C:5]2[C:10](=[CH:9][CH:8]=1)[N:1]=[CH:2][N:3]=[CH:4]2. (2) Given the reactants [C:1]1([C@H:7]2[C@@H:12]([C:13]([O:15][CH2:16][CH3:17])=[O:14])[CH2:11][CH2:10][O:9][CH2:8]2)[CH:6]=[CH:5][CH:4]=[CH:3][CH:2]=1.[O-]CC.[Na+], predict the reaction product. The product is: [C:1]1([C@H:7]2[C@H:12]([C:13]([O:15][CH2:16][CH3:17])=[O:14])[CH2:11][CH2:10][O:9][CH2:8]2)[CH:2]=[CH:3][CH:4]=[CH:5][CH:6]=1. (3) The product is: [CH2:1]([NH:8][C:9]([C:10]1[CH:15]=[CH:14][N:13]=[C:12]([N:27]2[CH2:28][CH2:29][CH:24]([C:18]3[CH:19]=[CH:20][CH:21]=[CH:22][CH:23]=3)[CH2:25][C:26]2=[O:30])[CH:11]=1)=[O:17])[C:2]1[CH:7]=[CH:6][CH:5]=[CH:4][CH:3]=1. Given the reactants [CH2:1]([NH:8][C:9](=[O:17])[C:10]1[CH:15]=[CH:14][N:13]=[C:12](Cl)[CH:11]=1)[C:2]1[CH:7]=[CH:6][CH:5]=[CH:4][CH:3]=1.[C:18]1([CH:24]2[CH2:29][CH2:28][NH:27][C:26](=[O:30])[CH2:25]2)[CH:23]=[CH:22][CH:21]=[CH:20][CH:19]=1.C(=O)([O-])[O-].[Cs+].[Cs+], predict the reaction product. (4) The product is: [Cl:12][C:13]1[CH:21]=[CH:20][C:16]([C:17]([NH:11][C@@H:7]2[CH2:8][CH2:9][CH2:10][C@@H:6]2[N:1]2[CH2:2][CH2:3][CH2:4][CH2:5]2)=[O:18])=[C:15]([CH3:22])[CH:14]=1. Given the reactants [N:1]1([C@H:6]2[CH2:10][CH2:9][CH2:8][C@H:7]2[NH2:11])[CH2:5][CH2:4][CH2:3][CH2:2]1.[Cl:12][C:13]1[CH:21]=[CH:20][C:16]([C:17](O)=[O:18])=[C:15]([CH3:22])[CH:14]=1, predict the reaction product.